Dataset: Forward reaction prediction with 1.9M reactions from USPTO patents (1976-2016). Task: Predict the product of the given reaction. (1) Given the reactants C([O:5][C:6](=[O:27])[C:7]1[CH:12]=[CH:11][C:10]([CH2:13][N:14]2[C:23](=[O:24])[C:22]3[C:17](=[CH:18][C:19]([F:26])=[C:20]([NH2:25])[CH:21]=3)[N:16]=[CH:15]2)=[CH:9][CH:8]=1)(C)(C)C.[OH:28][C:29]1[CH:34]=[CH:33][C:32]([CH2:35][C:36](O)=[O:37])=[CH:31][CH:30]=1, predict the reaction product. The product is: [F:26][C:19]1[CH:18]=[C:17]2[C:22]([C:23](=[O:24])[N:14]([CH2:13][C:10]3[CH:11]=[CH:12][C:7]([C:6]([OH:5])=[O:27])=[CH:8][CH:9]=3)[CH:15]=[N:16]2)=[CH:21][C:20]=1[NH:25][C:36](=[O:37])[CH2:35][C:32]1[CH:33]=[CH:34][C:29]([OH:28])=[CH:30][CH:31]=1. (2) Given the reactants Cl[C:2]1[C:3](=[O:29])[N:4]([CH2:14][C:15]2[CH:16]=[CH:17][C:18]([NH:21]C(=O)OC(C)(C)C)=[N:19][CH:20]=2)[C:5](=[O:13])[C:6]=1[C:7]1[CH:12]=[CH:11][CH:10]=[CH:9][CH:8]=1.[CH3:30][O:31][C:32]1[CH:38]=[CH:37][C:35]([NH2:36])=[CH:34][CH:33]=1.C(=O)([O-])[O-].[K+].[K+], predict the reaction product. The product is: [NH2:21][C:18]1[N:19]=[CH:20][C:15]([CH2:14][N:4]2[C:5](=[O:13])[C:6]([C:7]3[CH:8]=[CH:9][CH:10]=[CH:11][CH:12]=3)=[C:2]([NH:36][C:35]3[CH:37]=[CH:38][C:32]([O:31][CH3:30])=[CH:33][CH:34]=3)[C:3]2=[O:29])=[CH:16][CH:17]=1. (3) Given the reactants [Cl:1][C:2]1[CH:7]=[CH:6][C:5]([C:8]2[CH:9]=[CH:10][C:11]([C:14]#[C:15][C:16]3[CH:25]=[CH:24][C:19]([O:20][CH2:21][CH2:22][OH:23])=[C:18]([CH3:26])[CH:17]=3)=[N:12][CH:13]=2)=[CH:4][CH:3]=1.[CH3:27][S:28](Cl)(=[O:30])=[O:29], predict the reaction product. The product is: [CH3:27][S:28]([O:23][CH2:22][CH2:21][O:20][C:19]1[CH:24]=[CH:25][C:16]([C:15]#[C:14][C:11]2[CH:10]=[CH:9][C:8]([C:5]3[CH:4]=[CH:3][C:2]([Cl:1])=[CH:7][CH:6]=3)=[CH:13][N:12]=2)=[CH:17][C:18]=1[CH3:26])(=[O:30])=[O:29]. (4) Given the reactants [CH2:1]([P:3]([O-:9])[O:4][CH2:5][CH2:6][CH2:7][CH3:8])[CH3:2].[C:10]([OH:14])(=[O:13])[CH:11]=[CH2:12], predict the reaction product. The product is: [CH2:1]([P:3]([O:4][CH2:5][CH2:6][CH2:7][CH3:8])([CH2:12][CH2:11][C:10]([OH:14])=[O:13])=[O:9])[CH3:2]. (5) Given the reactants [CH3:1][C:2]1[N:6]2[C:7]3[CH:26]=[CH:25][CH:24]=[CH:23][C:8]=3[CH2:9][CH2:10][CH:11]([NH:12]C(=O)OCC3C=CC=CC=3)[C:5]2=[N:4][CH:3]=1.[H][H], predict the reaction product. The product is: [CH3:1][C:2]1[N:6]2[C:7]3[CH:26]=[CH:25][CH:24]=[CH:23][C:8]=3[CH2:9][CH2:10][CH:11]([NH2:12])[C:5]2=[N:4][CH:3]=1. (6) Given the reactants [CH:1]([O-:3])=[O:2].[NH4+:4].N1CCCC(C(OCC2([C:18]3[CH:23]=[CH:22][CH:21]=[C:20]([C:24]([O:26][CH3:27])=[O:25])[CH:19]=3)C=CC=CC2)=O)C1, predict the reaction product. The product is: [CH3:27][O:26][C:24]([C:20]1[CH:19]=[C:18]([N:4]2[CH2:22][CH2:23][CH2:18][CH:19]([C:1]([OH:3])=[O:2])[CH2:20]2)[CH:23]=[CH:22][CH:21]=1)=[O:25]. (7) Given the reactants C(OC([N:11]1[CH2:19][C:18]2([NH:20][C:21]([O:23][C:24]([CH3:27])([CH3:26])[CH3:25])=[O:22])[CH:13]([CH2:14][CH2:15][CH2:16][CH2:17]2)[CH2:12]1)=O)C1C=CC=CC=1.[H][H], predict the reaction product. The product is: [C:24]([O:23][C:21]([NH:20][C:18]12[CH2:19][NH:11][CH2:12][CH:13]1[CH2:14][CH2:15][CH2:16][CH2:17]2)=[O:22])([CH3:27])([CH3:25])[CH3:26]. (8) Given the reactants [F:1][C:2]([F:22])([F:21])[C:3]1[CH:4]=[C:5]([CH:18]=[CH:19][CH:20]=1)[O:6][C:7]1[CH:12]=[CH:11][C:10]([CH2:13][CH2:14][C:15](=[NH:17])[NH2:16])=[CH:9][CH:8]=1.[OH:23][CH:24]=[C:25]([CH2:30][C:31]1[CH:32]=[N:33][CH:34]=[N:35][CH:36]=1)[C:26](OC)=O.C([O-])(=O)C.[K+], predict the reaction product. The product is: [N:33]1[CH:32]=[C:31]([CH2:30][C:25]2[C:24](=[O:23])[N:17]=[C:15]([CH2:14][CH2:13][C:10]3[CH:9]=[CH:8][C:7]([O:6][C:5]4[CH:18]=[CH:19][CH:20]=[C:3]([C:2]([F:21])([F:22])[F:1])[CH:4]=4)=[CH:12][CH:11]=3)[NH:16][CH:26]=2)[CH:36]=[N:35][CH:34]=1. (9) Given the reactants [CH2:1]([O:3][C:4]([C:6]1[NH:7][C:8](I)=[N:9][C:10]=1[CH3:11])=[O:5])[CH3:2].[N:13]1C=CC=C[CH:14]=1, predict the reaction product. The product is: [CH2:1]([O:3][C:4]([C:6]1[NH:7][C:8]([C:14]#[N:13])=[N:9][C:10]=1[CH3:11])=[O:5])[CH3:2].